Task: Predict the product of the given reaction.. Dataset: Forward reaction prediction with 1.9M reactions from USPTO patents (1976-2016) (1) Given the reactants [CH3:1][C:2]1[N:3]=[C:4]([NH2:7])[S:5][CH:6]=1.Cl[C:9]1[CH:14]=[C:13]([O:15][C:16]2[C:21]([CH3:22])=[CH:20][CH:19]=[CH:18][C:17]=2[CH3:23])[CH:12]=[CH:11][N:10]=1.P([O-])([O-])([O-])=O.[K+].[K+].[K+].C1(P(C2C=CC=CC=2)C2C3OC4C(=CC=CC=4P(C4C=CC=CC=4)C4C=CC=CC=4)C(C)(C)C=3C=CC=2)C=CC=CC=1, predict the reaction product. The product is: [CH3:23][C:17]1[CH:18]=[CH:19][CH:20]=[C:21]([CH3:22])[C:16]=1[O:15][C:13]1[CH:12]=[CH:11][N:10]=[C:9]([NH:7][C:4]2[S:5][CH:6]=[C:2]([CH3:1])[N:3]=2)[CH:14]=1. (2) Given the reactants C([N:5]1[C@H:9]([CH2:10][F:11])[C@@H:8]([C:12]2[CH:17]=[CH:16][C:15]([S:18]([CH3:21])(=[O:20])=[O:19])=[CH:14][CH:13]=2)[O:7]C1(C)C)(=O)CC.Cl, predict the reaction product. The product is: [CH3:21][S:18]([C:15]1[CH:14]=[CH:13][C:12]([C@@H:8]([OH:7])[C@H:9]([NH2:5])[CH2:10][F:11])=[CH:17][CH:16]=1)(=[O:20])=[O:19]. (3) Given the reactants [Cl:1][C:2]1[CH:3]=[C:4]([C:29]2[CH:34]=[CH:33][CH:32]=[CH:31][C:30]=2[CH2:35][CH2:36][NH:37][C:38](=[O:42])[CH2:39][O:40][CH3:41])[CH:5]=[CH:6][C:7]=1[C@H:8]1[C@H:13]([C:14]2[CH:19]=[CH:18][N:17]([CH3:20])[C:16](=[O:21])[CH:15]=2)[CH2:12][CH2:11][N:10](C(OC(C)(C)C)=O)[CH2:9]1.Cl.O1CCOCC1, predict the reaction product. The product is: [Cl:1][C:2]1[CH:3]=[C:4]([C:29]2[CH:34]=[CH:33][CH:32]=[CH:31][C:30]=2[CH2:35][CH2:36][NH:37][C:38](=[O:42])[CH2:39][O:40][CH3:41])[CH:5]=[CH:6][C:7]=1[C@H:8]1[C@H:13]([C:14]2[CH:19]=[CH:18][N:17]([CH3:20])[C:16](=[O:21])[CH:15]=2)[CH2:12][CH2:11][NH:10][CH2:9]1.